The task is: Predict the reaction yield, written as a fraction of the theoretical maximum amount of product (1.0 means a 100% yield; for example, 0.34 means a 34% yield).. This data is from Reaction yield outcomes from USPTO patents with 853,638 reactions. (1) The reactants are [CH2:1]([N:3]1[C:11]2[C:6](=[CH:7][C:8]([N+:16]([O-:18])=[O:17])=[C:9]([NH:12]C(=O)C)[CH:10]=2)[C:5]([CH3:20])([CH3:19])[C:4]1=[O:21])[CH3:2].Cl. The catalyst is C(O)C. The product is [NH2:12][C:9]1[CH:10]=[C:11]2[C:6]([C:5]([CH3:19])([CH3:20])[C:4](=[O:21])[N:3]2[CH2:1][CH3:2])=[CH:7][C:8]=1[N+:16]([O-:18])=[O:17]. The yield is 0.930. (2) The reactants are [Cl:1][C:2]1[CH:11]=[CH:10][CH:9]=[C:8]2[C:3]=1[C:4](=[O:27])[N:5]([C@@H:23]1[CH2:25][C@@H:24]1[F:26])[C:6]([C@@H:12]([NH:15]C(=O)OC(C)(C)C)[CH2:13][CH3:14])=[N:7]2.Cl. The catalyst is CCOC(C)=O.O. The product is [NH2:15][C@H:12]([C:6]1[N:5]([C@@H:23]2[CH2:25][C@@H:24]2[F:26])[C:4](=[O:27])[C:3]2[C:8](=[CH:9][CH:10]=[CH:11][C:2]=2[Cl:1])[N:7]=1)[CH2:13][CH3:14]. The yield is 0.865.